Dataset: Full USPTO retrosynthesis dataset with 1.9M reactions from patents (1976-2016). Task: Predict the reactants needed to synthesize the given product. Given the product [CH3:33][C:34]1[CH:41]=[CH:40][CH:39]=[CH:38][C:35]=1[CH2:36][NH:37][C:28]([C:23]1[CH:24]=[N:25][C:26]2[C:21]([CH:22]=1)=[CH:20][CH:19]=[C:18]([NH:17][C:15]([C:10]1[C:9]([C:6]3[CH:7]=[CH:8][C:3]([C:2]([F:31])([F:1])[F:32])=[CH:4][CH:5]=3)=[CH:14][CH:13]=[CH:12][CH:11]=1)=[O:16])[CH:27]=2)=[O:30], predict the reactants needed to synthesize it. The reactants are: [F:1][C:2]([F:32])([F:31])[C:3]1[CH:8]=[CH:7][C:6]([C:9]2[C:10]([C:15]([NH:17][C:18]3[CH:27]=[C:26]4[C:21]([CH:22]=[C:23]([C:28]([OH:30])=O)[CH:24]=[N:25]4)=[CH:20][CH:19]=3)=[O:16])=[CH:11][CH:12]=[CH:13][CH:14]=2)=[CH:5][CH:4]=1.[CH3:33][C:34]1[CH:41]=[CH:40][CH:39]=[CH:38][C:35]=1[CH2:36][NH2:37].Cl.CN(C)CCCN=C=NCC.ON1C2C=CC=CC=2N=N1.C(N(CC)CC)C.